From a dataset of Forward reaction prediction with 1.9M reactions from USPTO patents (1976-2016). Predict the product of the given reaction. (1) Given the reactants [CH3:1][NH:2][C:3]([C:5]1[CH:6]=[C:7]2[C:11](=[CH:12][CH:13]=1)[NH:10][CH:9]=[CH:8]2)=[O:4].F[C:15]1[CH:20]=[CH:19][C:18]([N+:21]([O-:23])=[O:22])=[CH:17][CH:16]=1, predict the reaction product. The product is: [CH3:1][NH:2][C:3]([C:5]1[CH:6]=[C:7]2[C:11](=[CH:12][CH:13]=1)[N:10]([C:15]1[CH:20]=[CH:19][C:18]([N+:21]([O-:23])=[O:22])=[CH:17][CH:16]=1)[CH:9]=[CH:8]2)=[O:4]. (2) Given the reactants [C:1]1([C:7]2[S:8][C:9]3[CH:15]([C:16]([O:18]C)=[O:17])[CH2:14][CH2:13][CH2:12][C:10]=3[N:11]=2)[CH:6]=[CH:5][CH:4]=[CH:3][CH:2]=1.O[Li].O, predict the reaction product. The product is: [C:1]1([C:7]2[S:8][C:9]3[CH:15]([C:16]([OH:18])=[O:17])[CH2:14][CH2:13][CH2:12][C:10]=3[N:11]=2)[CH:2]=[CH:3][CH:4]=[CH:5][CH:6]=1. (3) Given the reactants [Br:1][C:2]1[CH:9]=[CH:8][C:7]([O:10][CH3:11])=[CH:6][C:3]=1[CH2:4][OH:5].[O:12]1[CH:17]=[CH:16][CH2:15][CH2:14][CH2:13]1, predict the reaction product. The product is: [Br:1][C:2]1[CH:9]=[CH:8][C:7]([O:10][CH3:11])=[CH:6][C:3]=1[CH2:4][O:5][CH:13]1[CH2:14][CH2:15][CH2:16][CH2:17][O:12]1. (4) Given the reactants [Cl:1][C:2]1[N:11]=[CH:10][CH:9]=[C:8]2[C:3]=1[CH:4]=[C:5]([C:20]1[CH:25]=[CH:24][CH:23]=[CH:22][CH:21]=1)[C:6]([C:12]1[CH:19]=[CH:18][C:15]([CH:16]=O)=[CH:14][CH:13]=1)=[N:7]2.[NH:26]1[CH2:31][CH2:30][CH:29]([C:32]2[N:36]=[C:35]([C:37]3[N:42]=[CH:41][CH:40]=[CH:39][N:38]=3)[NH:34][N:33]=2)[CH2:28][CH2:27]1.C(N(CC)CC)C.C(O)(=O)C.C(O[BH-](OC(=O)C)OC(=O)C)(=O)C.[Na+], predict the reaction product. The product is: [Cl:1][C:2]1[N:11]=[CH:10][CH:9]=[C:8]2[C:3]=1[CH:4]=[C:5]([C:20]1[CH:25]=[CH:24][CH:23]=[CH:22][CH:21]=1)[C:6]([C:12]1[CH:19]=[CH:18][C:15]([CH2:16][N:26]3[CH2:27][CH2:28][CH:29]([C:32]4[NH:36][C:35]([C:37]5[N:42]=[CH:41][CH:40]=[CH:39][N:38]=5)=[N:34][N:33]=4)[CH2:30][CH2:31]3)=[CH:14][CH:13]=1)=[N:7]2. (5) Given the reactants [CH3:1][N:2]([CH3:17])[CH2:3][CH2:4][O:5][C:6]1[CH:16]=[CH:15][C:9]([C:10](OCC)=[O:11])=[CH:8][CH:7]=1.[H-].[NH2:19][NH2:20], predict the reaction product. The product is: [CH3:1][N:2]([CH3:17])[CH2:3][CH2:4][O:5][C:6]1[CH:16]=[CH:15][C:9]([C:10]([NH:19][NH2:20])=[O:11])=[CH:8][CH:7]=1. (6) The product is: [CH3:1][N:2]1[C:10]2[C:5](=[CH:6][CH:7]=[CH:8][CH:9]=2)[C:4]([CH2:11][CH:12]([CH3:14])[CH3:13])=[C:3]1[C:15]([NH:17][C@H:18]([C:23]([NH:25][CH:26]([C:35](=[O:48])[CH2:36][O:37][C:38]1[C:43]([F:44])=[C:42]([F:45])[CH:41]=[C:40]([F:46])[C:39]=1[F:47])[CH2:27][C:28]([OH:30])=[O:29])=[O:24])[CH2:19][CH:20]([CH3:21])[CH3:22])=[O:16]. Given the reactants [CH3:1][N:2]1[C:10]2[C:5](=[CH:6][CH:7]=[CH:8][CH:9]=2)[C:4]([CH2:11][CH:12]([CH3:14])[CH3:13])=[C:3]1[C:15]([NH:17][C@H:18]([C:23]([NH:25][CH:26]([C:35](=[O:48])[CH2:36][O:37][C:38]1[C:43]([F:44])=[C:42]([F:45])[CH:41]=[C:40]([F:46])[C:39]=1[F:47])[CH2:27][C:28]([O:30]C(C)(C)C)=[O:29])=[O:24])[CH2:19][CH:20]([CH3:22])[CH3:21])=[O:16].C(O)(C(F)(F)F)=O, predict the reaction product. (7) Given the reactants [CH3:1][O:2][C:3]1[CH:8]=[CH:7][C:6]([N:9]=[C:10]=[S:11])=[CH:5][CH:4]=1.Cl.[O-:13][Mn](=O)(=O)=O.[K+].[CH3:19][N:20]=[C:21]=[O:22], predict the reaction product. The product is: [CH3:1][O:2][C:3]1[CH:4]=[CH:5][C:6]([N:9]2[C:10](=[O:13])[S:11][N:20]([CH3:19])[C:21]2=[O:22])=[CH:7][CH:8]=1. (8) Given the reactants I[C:2]1[CH:7]=[C:6]([CH3:8])[CH:5]=[CH:4][C:3]=1[CH3:9].C1(P(C2C=CC=CC=2)C2C=CC=CC=2)C=CC=CC=1.[CH2:29]([OH:32])[C:30]#[CH:31].C(N(C(C)C)CC)(C)C, predict the reaction product. The product is: [CH3:9][C:3]1[CH:4]=[CH:5][C:6]([CH3:8])=[CH:7][C:2]=1[C:31]#[C:30][CH2:29][OH:32].